Dataset: hERG Central: cardiac toxicity at 1µM, 10µM, and general inhibition. Task: Predict hERG channel inhibition at various concentrations. (1) Results: hERG_inhib (hERG inhibition (general)): blocker. The molecule is O=[N+]([O-])c1ccc(NCCNCCOc2nonc2-c2ccccc2)c([N+](=O)[O-])c1. (2) The drug is CCOc1cccc(CN2CCCC(N3CCN(c4cccc(Cl)c4)CC3)C2)c1O. Results: hERG_inhib (hERG inhibition (general)): blocker. (3) The compound is Cc1ccc(S(=O)(=O)c2nc(NCCN(C)C)sc2Cl)cc1. Results: hERG_inhib (hERG inhibition (general)): blocker. (4) The compound is COCCNC(=S)N/N=C(\C)c1cccc([N+](=O)[O-])c1. Results: hERG_inhib (hERG inhibition (general)): blocker. (5) The drug is c1ccc(CN2CCCC3(CCCN(Cc4nc(CC5CC5)no4)C3)C2)cc1. Results: hERG_inhib (hERG inhibition (general)): blocker. (6) The compound is CCN(CC)CCn1c(=S)[nH]c2cc(Cl)ccc2c1=O. Results: hERG_inhib (hERG inhibition (general)): blocker. (7) The molecule is Cn1c(=O)c2c(nc(CN3CCN(C(=O)c4ccco4)CC3)n2CCc2ccccc2)n(C)c1=O. Results: hERG_inhib (hERG inhibition (general)): blocker.